Dataset: Reaction yield outcomes from USPTO patents with 853,638 reactions. Task: Predict the reaction yield, written as a fraction of the theoretical maximum amount of product (1.0 means a 100% yield; for example, 0.34 means a 34% yield). (1) The reactants are [NH2:1][C:2]1[CH:3]=[C:4]([CH:9]=[CH:10][C:11]=1[NH:12][CH2:13][CH2:14][CH2:15][N:16]([CH3:25])[CH2:17][CH2:18][C:19]1[CH:24]=[CH:23][CH:22]=[CH:21][N:20]=1)[C:5]([O:7][CH3:8])=[O:6].[C:26](N1C=CN=C1)(N1C=CN=C1)=[S:27]. The catalyst is O1CCCC1.ClCCl.O. The product is [CH3:25][N:16]([CH2:17][CH2:18][C:19]1[CH:24]=[CH:23][CH:22]=[CH:21][N:20]=1)[CH2:15][CH2:14][CH2:13][N:12]1[C:11]2[CH:10]=[CH:9][C:4]([C:5]([O:7][CH3:8])=[O:6])=[CH:3][C:2]=2[NH:1][C:26]1=[S:27]. The yield is 0.850. (2) The reactants are [NH2:1][C:2]1[C:3]([C:21](=[O:23])[NH2:22])=[N:4][C:5]([C:8]2[CH2:9][CH2:10][N:11]([C:14]([O:16][C:17]([CH3:20])([CH3:19])[CH3:18])=[O:15])[CH2:12][CH:13]=2)=[N:6][CH:7]=1. The catalyst is CO.[H][H].[Pd]. The product is [NH2:1][C:2]1[C:3]([C:21](=[O:23])[NH2:22])=[N:4][C:5]([CH:8]2[CH2:9][CH2:10][N:11]([C:14]([O:16][C:17]([CH3:18])([CH3:19])[CH3:20])=[O:15])[CH2:12][CH2:13]2)=[N:6][CH:7]=1. The yield is 0.840.